This data is from Full USPTO retrosynthesis dataset with 1.9M reactions from patents (1976-2016). The task is: Predict the reactants needed to synthesize the given product. (1) The reactants are: O1CCCC1.[F:6][C:7]1[CH:35]=[C:34]([N+:36]([O-])=O)[CH:33]=[CH:32][C:8]=1[O:9][C:10]1[N:15]=[CH:14][N:13]=[C:12]([NH:16][C:17]([N:19]2[CH2:24][CH2:23][N:22]([CH2:25][CH2:26][N:27]3[CH2:31][CH2:30][CH2:29][CH2:28]3)[CH2:21][CH2:20]2)=[O:18])[CH:11]=1.[H][H]. Given the product [NH2:36][C:34]1[CH:33]=[CH:32][C:8]([O:9][C:10]2[N:15]=[CH:14][N:13]=[C:12]([NH:16][C:17]([N:19]3[CH2:24][CH2:23][N:22]([CH2:25][CH2:26][N:27]4[CH2:31][CH2:30][CH2:29][CH2:28]4)[CH2:21][CH2:20]3)=[O:18])[CH:11]=2)=[C:7]([F:6])[CH:35]=1, predict the reactants needed to synthesize it. (2) The reactants are: Cl.[CH2:2]([N:9]1[CH2:14][CH2:13][CH:12]([C:15]([O:17]CC)=O)[C:11](=O)[CH2:10]1)[C:3]1[CH:8]=[CH:7][CH:6]=[CH:5][CH:4]=1.Cl.[NH2:22][C:23]([NH2:25])=[NH:24].C[O-].[Na+]. Given the product [NH2:24][C:23]1[N:25]=[C:11]2[CH2:10][N:9]([CH2:2][C:3]3[CH:8]=[CH:7][CH:6]=[CH:5][CH:4]=3)[CH2:14][CH2:13][CH:12]2[C:15](=[O:17])[N:22]=1, predict the reactants needed to synthesize it. (3) Given the product [ClH:3].[NH2:5][C:6]1[N:11]=[CH:10][C:9](/[CH:12]=[CH:13]/[C:14]([N:38]([CH2:23][C:22]2[CH:26]=[CH:27][CH:28]=[C:29]([O:30][CH3:31])[C:21]=2[O:20][CH2:17][CH2:18][CH3:19])[CH3:36])=[O:16])=[CH:8][CH:7]=1, predict the reactants needed to synthesize it. The reactants are: C(Cl)C[Cl:3].[NH2:5][C:6]1[N:11]=[CH:10][C:9](/[CH:12]=[CH:13]/[C:14]([OH:16])=O)=[CH:8][CH:7]=1.[CH2:17]([O:20][C:21]1[C:29]([O:30][CH3:31])=[CH:28][CH:27]=[CH:26][C:22]=1[CH2:23]CN)[CH2:18][CH3:19].C1C=CC2N(O)N=[N:38][C:36]=2C=1.CCN(C(C)C)C(C)C.Cl. (4) The reactants are: [Li+].CC([N-]C(C)C)C.[C:9]([O:17][CH2:18][CH3:19])(=[O:16])[CH2:10][C:11]([O:13][CH2:14][CH3:15])=[O:12].[CH2:20]([O:22][C:23]([C:25]1[C:26]([CH2:37]Br)=[C:27]2[C:32]([Cl:33])=[C:31]([C:34]#[N:35])[CH:30]=[N:29][N:28]2[CH:36]=1)=[O:24])[CH3:21]. Given the product [CH2:18]([O:17][C:9](=[O:16])[CH:10]([CH2:37][C:26]1[C:25]([C:23]([O:22][CH2:20][CH3:21])=[O:24])=[CH:36][N:28]2[C:27]=1[C:32]([Cl:33])=[C:31]([C:34]#[N:35])[CH:30]=[N:29]2)[C:11]([O:13][CH2:14][CH3:15])=[O:12])[CH3:19], predict the reactants needed to synthesize it.